Dataset: Full USPTO retrosynthesis dataset with 1.9M reactions from patents (1976-2016). Task: Predict the reactants needed to synthesize the given product. Given the product [Cl:17][CH2:18][C:19]([C:6]1[S:5][C:4]2[CH:7]=[CH:8][CH:9]=[C:10]([CH3:11])[C:3]=2[CH:2]=1)=[O:20], predict the reactants needed to synthesize it. The reactants are: Br[C:2]1[C:3]2[C:10]([CH3:11])=[CH:9][CH:8]=[CH:7][C:4]=2[S:5][CH:6]=1.C([Li])CCC.[Cl:17][CH2:18][C:19](N(OC)C)=[O:20].